This data is from Retrosynthesis with 50K atom-mapped reactions and 10 reaction types from USPTO. The task is: Predict the reactants needed to synthesize the given product. Given the product CCNC(=O)Cc1ccsc1-c1ccc(Cl)cc1, predict the reactants needed to synthesize it. The reactants are: CCN.O=C(O)Cc1ccsc1-c1ccc(Cl)cc1.